Predict the reaction yield, written as a fraction of the theoretical maximum amount of product (1.0 means a 100% yield; for example, 0.34 means a 34% yield). From a dataset of Reaction yield outcomes from USPTO patents with 853,638 reactions. (1) The reactants are [OH:1][C:2]1[C:7]([O:8][CH3:9])=[CH:6][CH:5]=[CH:4][C:3]=1[CH3:10].C(N(CC)CC)C.[F:18][C:19]([F:32])([F:31])[S:20](O[S:20]([C:19]([F:32])([F:31])[F:18])(=[O:22])=[O:21])(=[O:22])=[O:21]. The catalyst is ClCCl. The product is [F:18][C:19]([F:32])([F:31])[S:20]([O:1][C:2]1[C:3]([CH3:10])=[CH:4][CH:5]=[CH:6][C:7]=1[O:8][CH3:9])(=[O:22])=[O:21]. The yield is 0.994. (2) The catalyst is O1CCCC1.[Zn].C1C=CC(/C=C/C(/C=C/C2C=CC=CC=2)=O)=CC=1.C1C=CC(/C=C/C(/C=C/C2C=CC=CC=2)=O)=CC=1.[Pd]. The product is [CH3:10][O:11][C:12](=[O:21])/[C:13](/[C:42]1[CH:43]=[CH:44][C:45]([S:54]([CH3:57])(=[O:56])=[O:55])=[C:46]([N:48]2[C:52]([CH3:53])=[N:51][N:50]=[N:49]2)[CH:47]=1)=[CH:14]/[CH:15]1[CH2:19][CH2:18][CH2:17][CH2:16]1. The yield is 0.910. The reactants are BrCCBr.C[Si](Cl)(C)C.[CH3:10][O:11][C:12](=[O:21])/[C:13](/I)=[CH:14]\[CH:15]1[CH2:19][CH2:18][CH2:17][CH2:16]1.C1(P(C2C=CC=CC=2)C2C=CC=CC=2)C=CC=CC=1.Br[C:42]1[CH:43]=[CH:44][C:45]([S:54]([CH3:57])(=[O:56])=[O:55])=[C:46]([N:48]2[C:52]([CH3:53])=[N:51][N:50]=[N:49]2)[CH:47]=1.[Cl-].[NH4+].